Dataset: Reaction yield outcomes from USPTO patents with 853,638 reactions. Task: Predict the reaction yield, written as a fraction of the theoretical maximum amount of product (1.0 means a 100% yield; for example, 0.34 means a 34% yield). (1) The reactants are [CH3:1][N:2]1[CH:6]=[CH:5][N:4]=[C:3]1[CH:7]1[C:12]2=[N:13][NH:14][C:15](=[O:20])[C:16]3[CH:17]=[CH:18][CH:19]=[C:10]([C:11]=32)[NH:9][CH:8]1[C:21]1[CH:28]=[CH:27][C:24]([CH:25]=O)=[CH:23][CH:22]=1.C(O)(=O)C.[NH:33]1[CH2:37][CH2:36][CH2:35][CH2:34]1.[BH3-]C#N.[Na+]. The catalyst is C(#N)C. The product is [CH3:1][N:2]1[CH:6]=[CH:5][N:4]=[C:3]1[CH:7]1[C:12]2=[N:13][NH:14][C:15](=[O:20])[C:16]3[CH:17]=[CH:18][CH:19]=[C:10]([C:11]=32)[NH:9][CH:8]1[C:21]1[CH:22]=[CH:23][C:24]([CH2:25][N:33]2[CH2:37][CH2:36][CH2:35][CH2:34]2)=[CH:27][CH:28]=1. The yield is 0.220. (2) The catalyst is COCCOC. The reactants are [CH:1]([C:4]1[CH:5]=[C:6](B2OC(C)(C)C(C)(C)O2)[CH:7]=[C:8]([CH:10]([CH3:12])[CH3:11])[CH:9]=1)([CH3:3])[CH3:2].I[C:23]1[C:27]([CH2:28][N:29]([CH3:41])[CH2:30][CH2:31][N:32]([CH3:40])[C:33](=[O:39])[O:34][C:35]([CH3:38])([CH3:37])[CH3:36])=[CH:26][N:25]([CH:42]2[CH2:47][CH2:46][CH2:45][CH2:44][O:43]2)[N:24]=1.[O-]P([O-])([O-])=O.[K+].[K+].[K+]. The product is [CH3:12][CH:10]([C:8]1[CH:7]=[C:6]([C:23]2[C:27]([CH2:28][N:29]([CH3:41])[CH2:30][CH2:31][N:32]([CH3:40])[C:33](=[O:39])[O:34][C:35]([CH3:38])([CH3:37])[CH3:36])=[CH:26][N:25]([CH:42]3[CH2:47][CH2:46][CH2:45][CH2:44][O:43]3)[N:24]=2)[CH:5]=[C:4]([CH:1]([CH3:2])[CH3:3])[CH:9]=1)[CH3:11]. The yield is 0.200. (3) The reactants are [NH2:1][C:2](=[O:16])[C@@H:3]([NH:5][C:6]1[N:11]=[C:10](Cl)[N:9]=[C:8]([C:13]([NH2:15])=[O:14])[CH:7]=1)[CH3:4].CC1(C)C(C)(C)OB([C:25]2[CH:30]=[CH:29][C:28]([O:31][C:32]3[CH:37]=[CH:36][C:35]([C:38]([F:41])([F:40])[F:39])=[CH:34][CH:33]=3)=[CH:27][CH:26]=2)O1.C([O-])([O-])=O.[Na+].[Na+]. The catalyst is O1CCOCC1.C1C=CC(P(C2C=CC=CC=2)[C-]2C=CC=C2)=CC=1.C1C=CC(P(C2C=CC=CC=2)[C-]2C=CC=C2)=CC=1.Cl[Pd]Cl.[Fe+2]. The product is [NH2:1][C:2](=[O:16])[C@@H:3]([NH:5][C:6]1[N:11]=[C:10]([C:25]2[CH:26]=[CH:27][C:28]([O:31][C:32]3[CH:37]=[CH:36][C:35]([C:38]([F:39])([F:40])[F:41])=[CH:34][CH:33]=3)=[CH:29][CH:30]=2)[N:9]=[C:8]([C:13]([NH2:15])=[O:14])[CH:7]=1)[CH3:4]. The yield is 0.640. (4) The reactants are [Si:1]([O:8][CH2:9][CH2:10][CH2:11][N:12]1[C:17](=[O:18])[C:16]2[C:19]([CH:24]([OH:29])[CH2:25][CH:26]([CH3:28])[CH3:27])=[C:20](Cl)[N:21]=[CH:22][C:15]=2[N:14]([CH3:30])[C:13]1=[O:31])([C:4]([CH3:7])([CH3:6])[CH3:5])([CH3:3])[CH3:2].[CH:32]([C:35]1[CH:40]=[CH:39][CH:38]=[CH:37][C:36]=1B(O)O)([CH3:34])[CH3:33].[O-]P([O-])([O-])=O.[K+].[K+].[K+]. The catalyst is O1CCOCC1.O.C1C=CC(P(C2C=CC=CC=2)[C-]2C=CC=C2)=CC=1.C1C=CC(P(C2C=CC=CC=2)[C-]2C=CC=C2)=CC=1.Cl[Pd]Cl.[Fe+2]. The product is [Si:1]([O:8][CH2:9][CH2:10][CH2:11][N:12]1[C:17](=[O:18])[C:16]2[C:19]([CH:24]([OH:29])[CH2:25][CH:26]([CH3:28])[CH3:27])=[C:20]([C:36]3[CH:37]=[CH:38][CH:39]=[CH:40][C:35]=3[CH:32]([CH3:34])[CH3:33])[N:21]=[CH:22][C:15]=2[N:14]([CH3:30])[C:13]1=[O:31])([C:4]([CH3:7])([CH3:6])[CH3:5])([CH3:3])[CH3:2]. The yield is 0.143. (5) The reactants are Br[C:2]1[CH:3]=[C:4]([S:8]([NH:11][C:12]2[CH:21]=[CH:20][C:15]([C:16]([O:18][CH3:19])=[O:17])=[C:14]([OH:22])[CH:13]=2)(=[O:10])=[O:9])[CH:5]=[CH:6][CH:7]=1.[NH:23]1[CH2:28][CH2:27][CH2:26][CH2:25][CH2:24]1.C1(P(C2CCCCC2)C2C=CC=CC=2C2C(N(C)C)=CC=CC=2)CCCCC1. The catalyst is C1C=CC(/C=C/C(/C=C/C2C=CC=CC=2)=O)=CC=1.C1C=CC(/C=C/C(/C=C/C2C=CC=CC=2)=O)=CC=1.C1C=CC(/C=C/C(/C=C/C2C=CC=CC=2)=O)=CC=1.[Pd].[Pd]. The product is [OH:22][C:14]1[CH:13]=[C:12]([NH:11][S:8]([C:4]2[CH:5]=[CH:6][CH:7]=[C:2]([N:23]3[CH2:28][CH2:27][CH2:26][CH2:25][CH2:24]3)[CH:3]=2)(=[O:10])=[O:9])[CH:21]=[CH:20][C:15]=1[C:16]([O:18][CH3:19])=[O:17]. The yield is 0.400. (6) The reactants are [CH3:1][O:2][C:3]1[C:4]2[C:15]([C:16]3[CH:21]=[CH:20][CH:19]=[CH:18][CH:17]=3)=[C:14]([C:22]3[CH:27]=[CH:26][C:25]([C:28]4([NH:32][C:33](=[O:39])[O:34][C:35]([CH3:38])([CH3:37])[CH3:36])[CH2:31][CH2:30][CH2:29]4)=[CH:24][CH:23]=3)[O:13][C:5]=2[N:6]=[C:7](S(C)(=O)=O)[N:8]=1.[NH2:40][CH2:41][CH2:42][CH2:43][OH:44]. The catalyst is CN(C=O)C. The product is [OH:44][CH2:43][CH2:42][CH2:41][NH:40][C:7]1[N:8]=[C:3]([O:2][CH3:1])[C:4]2[C:15]([C:16]3[CH:21]=[CH:20][CH:19]=[CH:18][CH:17]=3)=[C:14]([C:22]3[CH:27]=[CH:26][C:25]([C:28]4([NH:32][C:33](=[O:39])[O:34][C:35]([CH3:38])([CH3:37])[CH3:36])[CH2:31][CH2:30][CH2:29]4)=[CH:24][CH:23]=3)[O:13][C:5]=2[N:6]=1. The yield is 0.790. (7) The reactants are [NH2:1][CH:2]([OH:23])[C@H:3]([CH3:22])[CH2:4][CH2:5][C:6]1[S:7][C:8]([C:11]#[C:12][CH2:13][CH2:14][CH2:15][C:16]2[CH:21]=[CH:20][CH:19]=[CH:18][CH:17]=2)=[CH:9][CH:10]=1.S(=O)(=O)(O)[OH:25].[OH-].[Na+]. The catalyst is CO. The product is [NH2:1][CH:2]([OH:23])[C@H:3]([CH3:22])[CH2:4][CH2:5][C:6]1[S:7][C:8]([C:11](=[O:25])[CH2:12][CH2:13][CH2:14][CH2:15][C:16]2[CH:17]=[CH:18][CH:19]=[CH:20][CH:21]=2)=[CH:9][CH:10]=1. The yield is 0.820. (8) The reactants are CC1C=C(C)C=C(C)C=1S(O[C:14]1[C:19]([CH2:20][C:21]2[CH:26]=[CH:25][C:24]([O:27][CH2:28][CH2:29][O:30][CH2:31][CH2:32][C:33]([P:36]([O:41][CH2:42][CH3:43])([O:38][CH2:39][CH3:40])=[O:37])([F:35])[F:34])=[CH:23][C:22]=2[O:44][CH3:45])=[C:18]([CH3:46])[N:17]=[C:16]([NH2:47])[N:15]=1)(=O)=O.C(O)(C(F)(F)F)=O.[CH2:55]([NH2:60])[CH2:56][CH2:57][CH2:58][CH3:59]. The catalyst is CCOC(C)=O. The product is [NH2:47][C:16]1[N:17]=[C:18]([CH3:46])[C:19]([CH2:20][C:21]2[CH:26]=[CH:25][C:24]([O:27][CH2:28][CH2:29][O:30][CH2:31][CH2:32][C:33]([P:36](=[O:37])([O:38][CH2:39][CH3:40])[O:41][CH2:42][CH3:43])([F:35])[F:34])=[CH:23][C:22]=2[O:44][CH3:45])=[C:14]([NH:60][CH2:55][CH2:56][CH2:57][CH2:58][CH3:59])[N:15]=1. The yield is 0.760. (9) The reactants are CS(O[CH2:6][CH2:7][NH:8][C:9]1[C:13]([C:14]2[N:18]([C:19]3[CH:24]=[CH:23][C:22]([F:25])=[C:21]([Br:26])[CH:20]=3)[C:17](=[O:27])[O:16][N:15]=2)=[N:12][O:11][N:10]=1)(=O)=O.[N-:28]=[N+:29]=[N-:30].[Na+]. The catalyst is CN(C)C=O. The product is [N:28]([CH2:6][CH2:7][NH:8][C:9]1[C:13]([C:14]2[N:18]([C:19]3[CH:24]=[CH:23][C:22]([F:25])=[C:21]([Br:26])[CH:20]=3)[C:17](=[O:27])[O:16][N:15]=2)=[N:12][O:11][N:10]=1)=[N+:29]=[N-:30]. The yield is 0.770.